This data is from Forward reaction prediction with 1.9M reactions from USPTO patents (1976-2016). The task is: Predict the product of the given reaction. (1) Given the reactants FC1C=CC(CC(Cl)=O)=CC=1.[F:12][C:13]1[CH:18]=[CH:17][C:16]([CH2:19][C:20]([N:22]=[C:23]=[O:24])=[O:21])=[CH:15][CH:14]=1.[F:25][C:26]1[CH:27]=[C:28]([NH2:39])[CH:29]=[CH:30][C:31]=1[O:32][C:33]1[CH:38]=[CH:37][N:36]=[CH:35][CH:34]=1, predict the reaction product. The product is: [F:25][C:26]1[CH:27]=[C:28]([NH:39][C:23]([NH:22][C:20](=[O:21])[CH2:19][C:16]2[CH:15]=[CH:14][C:13]([F:12])=[CH:18][CH:17]=2)=[O:24])[CH:29]=[CH:30][C:31]=1[O:32][C:33]1[CH:34]=[CH:35][N:36]=[CH:37][CH:38]=1. (2) Given the reactants CS(C)=[O:3].[C:5](Cl)(=[O:9])[C:6](Cl)=O.O[CH2:12][CH2:13][NH:14][C:15](=[O:27])[C:16]1[CH:21]=[C:20]([O:22][CH3:23])[C:19]([O:24][CH3:25])=[CH:18][C:17]=1[I:26].CCN([CH2:33][CH3:34])CC.C1C=CC(P(C2C=CC=CC=2)C2C=CC=CC=2)=CC=1, predict the reaction product. The product is: [I:26][C:17]1[CH:18]=[C:19]([O:24][CH3:25])[C:20]([O:22][CH3:23])=[CH:21][C:16]=1[C:15]([NH:14][CH2:13]/[CH:12]=[CH:34]\[C:33]([O:9][CH2:5][CH3:6])=[O:3])=[O:27]. (3) Given the reactants [CH2:1]([C:3]([C:22]1[CH:27]=[CH:26][C:25]([OH:28])=[C:24]([CH3:29])[CH:23]=1)([C:6]1[CH:11]=[CH:10][C:9]([C:12]#[C:13][C:14]2([OH:20])[CH2:19][CH2:18][CH2:17][CH2:16][CH2:15]2)=[C:8]([CH3:21])[CH:7]=1)[CH2:4][CH3:5])[CH3:2].C([O-])([O-])=O.[K+].[K+].[CH2:36]([O:38][C:39](=[O:46])[CH2:40][CH2:41][CH2:42][CH2:43][CH2:44]Br)[CH3:37].[NH4+].[Cl-], predict the reaction product. The product is: [CH2:36]([O:38][C:39](=[O:46])[CH2:40][CH2:41][CH2:42][CH2:43][CH2:44][O:28][C:25]1[CH:26]=[CH:27][C:22]([C:3]([CH2:4][CH3:5])([C:6]2[CH:11]=[CH:10][C:9]([C:12]#[C:13][C:14]3([OH:20])[CH2:19][CH2:18][CH2:17][CH2:16][CH2:15]3)=[C:8]([CH3:21])[CH:7]=2)[CH2:1][CH3:2])=[CH:23][C:24]=1[CH3:29])[CH3:37]. (4) Given the reactants Cl.Cl.NC1CCN(C2CCCCC2(CCC2C=C(C3C=CC([Cl:31])=C(Cl)C=3)C=CC=2)O)CC1.C(OC(=O)[NH:39][CH:40]1[CH2:45][CH2:44][N:43]([CH2:46][CH:47]([C:55]2[CH:56]=[C:57]([C:61]3[CH:66]=[CH:65][C:64]([Cl:67])=[C:63]([Cl:68])[CH:62]=3)[CH:58]=[CH:59][CH:60]=2)[C:48]2([OH:54])[CH2:53][CH2:52][CH2:51][CH2:50][CH2:49]2)[CH2:42][CH2:41]1)(C)(C)C.Cl, predict the reaction product. The product is: [ClH:31].[ClH:67].[NH2:39][CH:40]1[CH2:45][CH2:44][N:43]([CH2:46][CH:47]([C:48]2([OH:54])[CH2:53][CH2:52][CH2:51][CH2:50][CH2:49]2)[C:55]2[CH:56]=[C:57]([C:61]3[CH:66]=[CH:65][C:64]([Cl:67])=[C:63]([Cl:68])[CH:62]=3)[CH:58]=[CH:59][CH:60]=2)[CH2:42][CH2:41]1. (5) The product is: [NH2:46][C:43]1[CH:44]=[CH:45][C:40]([CH2:39][CH2:38][CH2:37][CH2:36][O:35][CH2:34][CH2:33][CH2:32][CH2:31][CH2:30][CH2:29][N:21]([CH2:20][C@@H:19]([C:15]2[CH:14]=[CH:13][C:12]([O:57][C:58]([O:60][C:61]([CH3:64])([CH3:63])[CH3:62])=[O:59])=[C:11]3[C:16]=2[CH:17]=[CH:18][C:9]([O:8][C:6]([O:5][C:1]([CH3:4])([CH3:3])[CH3:2])=[O:7])=[N:10]3)[O:49][Si:50]([C:53]([CH3:56])([CH3:55])[CH3:54])([CH3:51])[CH3:52])[C:22](=[O:28])[O:23][C:24]([CH3:27])([CH3:26])[CH3:25])=[CH:41][CH:42]=1. Given the reactants [C:1]([O:5][C:6]([O:8][C:9]1[CH:18]=[CH:17][C:16]2[C:11](=[C:12]([O:57][C:58]([O:60][C:61]([CH3:64])([CH3:63])[CH3:62])=[O:59])[CH:13]=[CH:14][C:15]=2[C@@H:19]([O:49][Si:50]([C:53]([CH3:56])([CH3:55])[CH3:54])([CH3:52])[CH3:51])[CH2:20][N:21]([CH2:29][CH2:30][CH2:31][CH2:32][CH2:33][CH2:34][O:35][CH2:36][CH2:37][CH2:38][CH2:39][C:40]2[CH:45]=[CH:44][C:43]([N+:46]([O-])=O)=[CH:42][CH:41]=2)[C:22](=[O:28])[O:23][C:24]([CH3:27])([CH3:26])[CH3:25])[N:10]=1)=[O:7])([CH3:4])([CH3:3])[CH3:2].C(OCC)(=O)C.[H][H], predict the reaction product.